From a dataset of Catalyst prediction with 721,799 reactions and 888 catalyst types from USPTO. Predict which catalyst facilitates the given reaction. (1) Reactant: [CH2:1]([C:5]1[NH:6][C:7]([CH:11]=[O:12])=[C:8]([Cl:10])[N:9]=1)[CH2:2][CH2:3][CH3:4].[O-:13][Mn](=O)(=O)=O.[K+]. Product: [CH2:1]([C:5]1[NH:6][C:7]([C:11]([OH:13])=[O:12])=[C:8]([Cl:10])[N:9]=1)[CH2:2][CH2:3][CH3:4]. The catalyst class is: 6. (2) The catalyst class is: 9. Product: [CH2:2]([C:4]1[C:12]2[C:7](=[N:8][C:9]([CH:14]3[CH2:15][CH2:16][N:17]([C:28]4[CH:33]=[CH:32][N:31]=[CH:30][CH:29]=4)[CH2:18][CH2:19]3)=[N:10][C:11]=2[OH:13])[N:6]([C:20]2[CH:25]=[CH:24][CH:23]=[CH:22][CH:21]=2)[N:5]=1)[CH3:3]. Reactant: Cl.[CH2:2]([C:4]1[C:12]2[C:11](=[O:13])[NH:10][C:9]([CH:14]3[CH2:19][CH2:18][NH:17][CH2:16][CH2:15]3)=[N:8][C:7]=2[N:6]([C:20]2[CH:25]=[CH:24][CH:23]=[CH:22][CH:21]=2)[N:5]=1)[CH3:3].Cl.Br[C:28]1[CH:33]=[CH:32][N:31]=[CH:30][CH:29]=1.C(N(CC)CC)C. (3) Reactant: [C:1]([O:5][C:6]([C:8]1[N:9]=[N:10][N:11]([CH2:13][CH:14](O)[CH2:15][CH2:16][C:17]2[S:21][C:20]([C:22]([O:24][CH2:25][CH3:26])=[O:23])=[N:19][N:18]=2)[CH:12]=1)=[O:7])([CH3:4])([CH3:3])[CH3:2].N1C=CC=CC=1.CCN(S(F)(F)[F:40])CC. Product: [C:1]([O:5][C:6]([C:8]1[N:9]=[N:10][N:11]([CH2:13][CH:14]([F:40])[CH2:15][CH2:16][C:17]2[S:21][C:20]([C:22]([O:24][CH2:25][CH3:26])=[O:23])=[N:19][N:18]=2)[CH:12]=1)=[O:7])([CH3:4])([CH3:3])[CH3:2]. The catalyst class is: 2. (4) Reactant: [F:1][CH:2]([F:25])[CH2:3][O:4][C:5]1[CH:6]=[C:7]2[C:12](=[CH:13][CH:14]=1)[N:11]([CH:15]1[CH2:20][CH2:19][N:18]([CH:21]=[O:22])[CH2:17][CH2:16]1)[C:10](=[O:23])[NH:9][C:8]2=[O:24].Br[CH2:27][C:28]1[CH:33]=[CH:32][C:31]([Cl:34])=[CH:30][CH:29]=1.C([O-])([O-])=O.[Cs+].[Cs+].CCOC(C)=O. Product: [Cl:34][C:31]1[CH:32]=[CH:33][C:28]([CH2:27][N:9]2[C:8](=[O:24])[C:7]3[C:12](=[CH:13][CH:14]=[C:5]([O:4][CH2:3][CH:2]([F:1])[F:25])[CH:6]=3)[N:11]([CH:15]3[CH2:20][CH2:19][N:18]([CH:21]=[O:22])[CH2:17][CH2:16]3)[C:10]2=[O:23])=[CH:29][CH:30]=1. The catalyst class is: 3. (5) Reactant: [F:1][C:2]1[CH:7]=[C:6]([O:8][C:9]2[CH:14]=[CH:13][CH:12]=[CH:11][CH:10]=2)[CH:5]=[CH:4][C:3]=1[C:15]1[C:23]2[C:18](=[N:19][CH:20]=[N:21][C:22]=2[NH2:24])[N:17]([C@@H:25]2[CH2:30][CH2:29][CH2:28][NH:27][CH2:26]2)[N:16]=1.[C:31]([CH2:33][C:34](O)=[O:35])#[N:32].N1(C(N2C=CN=C2)=O)C=CN=C1. Product: [NH2:24][C:22]1[N:21]=[CH:20][N:19]=[C:18]2[N:17]([C@@H:25]3[CH2:30][CH2:29][CH2:28][N:27]([C:34](=[O:35])[CH2:33][C:31]#[N:32])[CH2:26]3)[N:16]=[C:15]([C:3]3[CH:4]=[CH:5][C:6]([O:8][C:9]4[CH:14]=[CH:13][CH:12]=[CH:11][CH:10]=4)=[CH:7][C:2]=3[F:1])[C:23]=12. The catalyst class is: 4. (6) Product: [C:10]1([NH:11][C:37]([C:30]2[N:29]=[C:28]([CH2:27][CH2:26][N:20]3[CH2:21][CH2:22][O:23][CH2:24][CH2:25]3)[N:32]3[CH:33]=[CH:34][CH:35]=[CH:36][C:31]=23)=[O:38])[C:4]2[C:5](=[CH:6][CH:1]=[CH:2][CH:3]=2)[CH:7]=[CH:8][CH:9]=1. Reactant: [CH:1]1[CH:6]=[C:5]2[CH:7]=[CH:8][CH:9]=[C:10]([NH2:11])[C:4]2=[CH:3][CH:2]=1.C(N(CC)CC)C.Cl.[N:20]1([CH2:26][CH2:27][C:28]2[N:32]3[CH:33]=[CH:34][CH:35]=[CH:36][C:31]3=[C:30]([C:37](Cl)=[O:38])[N:29]=2)[CH2:25][CH2:24][O:23][CH2:22][CH2:21]1. The catalyst class is: 2.